Dataset: Forward reaction prediction with 1.9M reactions from USPTO patents (1976-2016). Task: Predict the product of the given reaction. The product is: [F:1][C:2]1[CH:7]=[C:6]([C:8]2[C:13]([F:14])=[CH:12][C:11]([CH2:15][C:16]([NH:31][C:28]3[CH:27]=[CH:26][C:25]([C:21]4[N:20]=[N:19][CH:24]=[CH:23][CH:22]=4)=[CH:30][N:29]=3)=[O:18])=[CH:10][N:9]=2)[CH:5]=[CH:4][N:3]=1. Given the reactants [F:1][C:2]1[CH:7]=[C:6]([C:8]2[C:13]([F:14])=[CH:12][C:11]([CH2:15][C:16]([OH:18])=O)=[CH:10][N:9]=2)[CH:5]=[CH:4][N:3]=1.[N:19]1[CH:24]=[CH:23][CH:22]=[C:21]([C:25]2[CH:26]=[CH:27][C:28]([NH2:31])=[N:29][CH:30]=2)[N:20]=1.CN(C(ON1N=NC2C=CC=NC1=2)=[N+](C)C)C.F[P-](F)(F)(F)(F)F, predict the reaction product.